Task: Predict the product of the given reaction.. Dataset: Forward reaction prediction with 1.9M reactions from USPTO patents (1976-2016) (1) Given the reactants [Cl:1][C:2]1[CH:7]=[CH:6][C:5]([N:8]2[CH:13]=[CH:12][C:11](=[O:14])[C:10]([C:15](=O)/[CH:16]=[CH:17]/[N:18](C)C)=[N:9]2)=[CH:4][CH:3]=1.[C:22]1([NH:32]N)[C:31]2[C:26](=[CH:27][CH:28]=[CH:29][CH:30]=2)[CH:25]=[CH:24][CH:23]=1, predict the reaction product. The product is: [Cl:1][C:2]1[CH:3]=[CH:4][C:5]([N:8]2[CH:13]=[CH:12][C:11](=[O:14])[C:10]([C:15]3[N:32]([C:22]4[C:31]5[C:26](=[CH:27][CH:28]=[CH:29][CH:30]=5)[CH:25]=[CH:24][CH:23]=4)[N:18]=[CH:17][CH:16]=3)=[N:9]2)=[CH:6][CH:7]=1. (2) Given the reactants C([N:4](CC)[CH:5]([CH3:7])[CH3:6])(C)C.OC(C(F)(F)F)=O.[N:17]1[C:26]2[C:21](=[CH:22][C:23]([C:27]3([C:30]4[N:34]5[CH:35]=[C:36]([C:39]6[CH:40]=[C:41]([CH:45]=[CH:46][CH:47]=6)[C:42]([OH:44])=O)[CH:37]=[N:38][C:33]5=[N:32][CH:31]=4)[CH2:29][CH2:28]3)=[CH:24][CH:25]=2)[CH:20]=[CH:19][CH:18]=1.C1(N)CC1.F[P-](F)(F)(F)(F)F.N1(O[P+](N(C)C)(N(C)C)N(C)C)C2C=CC=CC=2N=N1, predict the reaction product. The product is: [CH:5]1([NH:4][C:42](=[O:44])[C:41]2[CH:45]=[CH:46][CH:47]=[C:39]([C:36]3[CH:37]=[N:38][C:33]4[N:34]([C:30]([C:27]5([C:23]6[CH:22]=[C:21]7[C:26](=[CH:25][CH:24]=6)[N:17]=[CH:18][CH:19]=[CH:20]7)[CH2:29][CH2:28]5)=[CH:31][N:32]=4)[CH:35]=3)[CH:40]=2)[CH2:7][CH2:6]1. (3) Given the reactants Br[CH2:2][C:3]([C:5]1[CH:9]=[CH:8][S:7][C:6]=1[S:10]([NH2:13])(=[O:12])=[O:11])=[O:4].[BH4-].[Na+].OC1C2C=CSC=2S(=O)(=O)NC1.[Br:28][CH2:29][CH2:30][CH2:31]Br.[H-].[Na+], predict the reaction product. The product is: [Br:28][CH2:29][CH2:30][CH2:31][N:13]1[CH2:2][CH:3]([OH:4])[C:5]2[CH:9]=[CH:8][S:7][C:6]=2[S:10]1(=[O:12])=[O:11].